The task is: Regression. Given a peptide amino acid sequence and an MHC pseudo amino acid sequence, predict their binding affinity value. This is MHC class II binding data.. This data is from Peptide-MHC class II binding affinity with 134,281 pairs from IEDB. (1) The peptide sequence is RNMTMSMSMILVGVI. The binding affinity (normalized) is 0.627. The MHC is DRB1_0701 with pseudo-sequence DRB1_0701. (2) The peptide sequence is RNVFDEVIPTAFSIG. The MHC is HLA-DQA10104-DQB10503 with pseudo-sequence HLA-DQA10104-DQB10503. The binding affinity (normalized) is 0.407. (3) The MHC is HLA-DQA10101-DQB10501 with pseudo-sequence HLA-DQA10101-DQB10501. The peptide sequence is GRVTLVLLAVVPVAL. The binding affinity (normalized) is 0. (4) The peptide sequence is DDNEEPIAPYHFDLS. The MHC is HLA-DQA10301-DQB10302 with pseudo-sequence HLA-DQA10301-DQB10302. The binding affinity (normalized) is 0.241. (5) The peptide sequence is TLEVHAVKPAAEEVK. The binding affinity (normalized) is 0.208. The MHC is DRB1_1201 with pseudo-sequence DRB1_1201. (6) The peptide sequence is ALREKVLGLPAIKAW. The MHC is DRB5_0101 with pseudo-sequence DRB5_0101. The binding affinity (normalized) is 0.379. (7) The peptide sequence is EEDLKQLLALKGSSY. The MHC is DRB1_0801 with pseudo-sequence DRB1_0801. The binding affinity (normalized) is 0.